This data is from Choline transporter screen with 302,306 compounds. The task is: Binary Classification. Given a drug SMILES string, predict its activity (active/inactive) in a high-throughput screening assay against a specified biological target. (1) The drug is O=C(C1CCCN(C1)C(=O)c1cn(nc1)CC)c1cc2c(cc1)cccc2. The result is 0 (inactive). (2) The compound is S(=O)(=O)(n1nc(nc1N)c1ccccc1)c1ccccc1. The result is 0 (inactive). (3) The drug is Clc1c(NC(=O)NNC(=O)CCc2ccc(OC)cc2)cccc1. The result is 0 (inactive). (4) The drug is s\1c2c(n(c3ccccc3)c1=N/C(=O)C=C)cccc2. The result is 1 (active). (5) The compound is O=C1N(C2CCCC2)C(C(=O)N(C1)CCc1ccccc1)c1ccc(OC)cc1. The result is 0 (inactive). (6) The drug is Fc1ccc(OCCCOC(=O)c2ccc(NC(=O)CC#N)cc2)cc1. The result is 0 (inactive). (7) The drug is O=C1N(CC(C1)C(=O)Nc1c(N2CCCC2)cccc1)c1c(OC)cccc1. The result is 0 (inactive). (8) The molecule is O(c1cc(Cc2n[nH]c(=O)c3c2cccc3)ccc1OC)C. The result is 0 (inactive). (9) The compound is Clc1ccc(c2nc(NCCN3CCOCC3)c3c(n2)cccc3)cc1. The result is 0 (inactive).